From a dataset of Full USPTO retrosynthesis dataset with 1.9M reactions from patents (1976-2016). Predict the reactants needed to synthesize the given product. (1) Given the product [CH:25]([C:2]1[N:7]=[CH:6][N:5]=[C:4]([C:8]([O:10][CH3:11])=[O:9])[CH:3]=1)=[CH2:26], predict the reactants needed to synthesize it. The reactants are: Cl[C:2]1[N:7]=[CH:6][N:5]=[C:4]([C:8]([O:10][CH3:11])=[O:9])[CH:3]=1.C([O-])([O-])=O.[K+].[K+].O.B1(C=C)OB([CH:25]=[CH2:26])OB(C=C)O1.C1C=CN=CC=1. (2) Given the product [NH2:1][C:2]1[N:6]([C:7]2[CH:12]=[CH:11][C:10]([F:13])=[CH:9][C:8]=2[F:14])[N:5]=[CH:4][C:3]=1[C:15]([OH:17])=[O:16], predict the reactants needed to synthesize it. The reactants are: [NH2:1][C:2]1[N:6]([C:7]2[CH:12]=[CH:11][C:10]([F:13])=[CH:9][C:8]=2[F:14])[N:5]=[CH:4][C:3]=1[C:15]([O:17]CC)=[O:16].[OH-].[Na+].Cl. (3) Given the product [C:22]([C:23]1[NH:25][C:18]2[NH:19][CH:11]=[CH:10][C:9]=2[C:8](=[O:20])[N:24]=1)([CH3:27])([CH3:26])[CH3:21], predict the reactants needed to synthesize it. The reactants are: [O-]CC.[Na+].C(O[C:8](=[O:20])[CH:9]([C:18]#[N:19])[CH2:10][CH:11](OCC)OCC)C.[CH3:21][C:22]([CH3:27])([CH3:26])[C:23]([NH2:25])=[NH:24]. (4) Given the product [Br:1][C:2]1[C:3]([CH3:15])=[CH:4][C:5]([O:11][CH:12]([CH3:13])[CH3:14])=[C:6]([NH2:8])[CH:7]=1, predict the reactants needed to synthesize it. The reactants are: [Br:1][C:2]1[CH:7]=[C:6]([N+:8]([O-])=O)[C:5]([O:11][CH:12]([CH3:14])[CH3:13])=[CH:4][C:3]=1[CH3:15].Cl. (5) Given the product [Cl:1][C:2]1[N:7]=[C:6]([N:8]([CH2:9][CH2:10][CH2:11][O:12][C:16]2[CH:17]=[C:18]3[C:22](=[CH:23][CH:24]=2)[NH:21][CH:20]=[CH:19]3)[CH3:13])[C:5]([CH3:14])=[CH:4][N:3]=1, predict the reactants needed to synthesize it. The reactants are: [Cl:1][C:2]1[N:7]=[C:6]([N:8]([CH3:13])[CH2:9][CH2:10][CH2:11][OH:12])[C:5]([CH3:14])=[CH:4][N:3]=1.O[C:16]1[CH:17]=[C:18]2[C:22](=[CH:23][CH:24]=1)[NH:21][CH:20]=[CH:19]2.C1(P(C2C=CC=CC=2)C2C=CC=CC=2)C=CC=CC=1.N(C(N1CCCCC1)=O)=NC(N1CCCCC1)=O. (6) Given the product [I-:9].[N:1]12[CH2:6][CH2:5][N:4]([CH2:3][CH2:2]1)[CH2:18][CH:17]2[CH2:16][CH2:20][CH2:14][CH2:13][CH2:10][I:15], predict the reactants needed to synthesize it. The reactants are: [N:1]12CC[N:4]([CH2:5][CH2:6]1)[CH2:3][CH2:2]2.[I:9][C:10]([I:15])([CH2:13][CH3:14])CC.[CH2:16]1[CH2:20]O[CH2:18][CH2:17]1. (7) Given the product [I:12][C:7]1[CH:8]=[CH:9][C:10]([OH:11])=[C:4]([N+:1]([O-:3])=[O:2])[C:5]=1[OH:6], predict the reactants needed to synthesize it. The reactants are: [N+:1]([C:4]1[C:10]([OH:11])=[CH:9][CH:8]=[CH:7][C:5]=1[OH:6])([O-:3])=[O:2].[I:12]I. (8) Given the product [CH3:27][O:26][CH:3]([O:2][CH3:1])[CH:4]1[S:8][C:7]([C:9]2[NH:10][C:11]3[C:16]([CH:17]=2)=[CH:15][C:14]([O:18][CH2:19][CH2:20][O:21][CH3:22])=[CH:13][C:12]=3[NH2:23])=[N:6][CH2:5]1, predict the reactants needed to synthesize it. The reactants are: [CH3:1][O:2][CH:3]([O:26][CH3:27])[CH:4]1[S:8][C:7]([C:9]2[NH:10][C:11]3[C:16]([CH:17]=2)=[CH:15][C:14]([O:18][CH2:19][CH2:20][O:21][CH3:22])=[CH:13][C:12]=3[N+:23]([O-])=O)=[N:6][CH2:5]1.O.NN.C(OCC)(=O)C.CCCCCC.